This data is from Forward reaction prediction with 1.9M reactions from USPTO patents (1976-2016). The task is: Predict the product of the given reaction. Given the reactants [N:1]1([CH2:6][CH2:7][CH2:8][CH2:9][C:10]2[CH:25]=[CH:24][C:13]([O:14][CH2:15][C:16]3[O:17][CH:18]=[C:19]([C:21]([OH:23])=O)[N:20]=3)=[CH:12][CH:11]=2)[CH:5]=[CH:4][N:3]=[N:2]1.[F:26][C:27]1[CH:28]=[C:29]([NH2:34])[CH:30]=[CH:31][C:32]=1[CH3:33], predict the reaction product. The product is: [F:26][C:27]1[CH:28]=[C:29]([NH:34][C:21]([C:19]2[N:20]=[C:16]([CH2:15][O:14][C:13]3[CH:12]=[CH:11][C:10]([CH2:9][CH2:8][CH2:7][CH2:6][N:1]4[CH:5]=[CH:4][N:3]=[N:2]4)=[CH:25][CH:24]=3)[O:17][CH:18]=2)=[O:23])[CH:30]=[CH:31][C:32]=1[CH3:33].